This data is from Forward reaction prediction with 1.9M reactions from USPTO patents (1976-2016). The task is: Predict the product of the given reaction. (1) Given the reactants [C:1]([O:5][C:6](=[O:18])[NH:7][CH2:8][CH2:9][NH:10][C:11]1[CH:12]=[N:13][CH:14]=[C:15]([Br:17])[CH:16]=1)([CH3:4])([CH3:3])[CH3:2].[CH:19]1[C:28]2[C:23](=[CH:24][CH:25]=[CH:26][CH:27]=2)[CH:22]=[CH:21][C:20]=1[S:29](Cl)(=[O:31])=[O:30], predict the reaction product. The product is: [C:1]([O:5][C:6](=[O:18])[NH:7][CH2:8][CH2:9][N:10]([C:11]1[CH:12]=[N:13][CH:14]=[C:15]([Br:17])[CH:16]=1)[S:29]([C:20]1[CH:21]=[CH:22][C:23]2[C:28](=[CH:27][CH:26]=[CH:25][CH:24]=2)[CH:19]=1)(=[O:31])=[O:30])([CH3:4])([CH3:2])[CH3:3]. (2) Given the reactants Cl.[Cl:2][C:3]1[CH:8]=[CH:7][C:6]([S:9]([N:12]2[CH2:17][CH2:16][NH:15][CH2:14][C:13]2=[O:18])(=[O:11])=[O:10])=[C:5]([N+:19]([O-:21])=[O:20])[CH:4]=1.[CH2:22]([O:29][C:30]([NH:32][C:33]1[NH:34][C:35](=[O:46])[C:36]2[N:37]=[CH:38][N:39]([CH2:42][C:43](O)=[O:44])[C:40]=2[N:41]=1)=[O:31])[C:23]1[CH:28]=[CH:27][CH:26]=[CH:25][CH:24]=1, predict the reaction product. The product is: [CH2:22]([O:29][C:30]([NH:32][C:33]1[NH:34][C:35](=[O:46])[C:36]2[N:37]=[CH:38][N:39]([CH2:42][C:43]([N:15]3[CH2:16][CH2:17][N:12]([S:9]([C:6]4[CH:7]=[CH:8][C:3]([Cl:2])=[CH:4][C:5]=4[N+:19]([O-:21])=[O:20])(=[O:11])=[O:10])[C:13](=[O:18])[CH2:14]3)=[O:44])[C:40]=2[N:41]=1)=[O:31])[C:23]1[CH:28]=[CH:27][CH:26]=[CH:25][CH:24]=1. (3) Given the reactants C1(C2C=CC=CC=2)C=CC(C2C=COC=2)=CC=1.Br[C:19]1[CH:24]=[CH:23][N:22]=[CH:21][CH:20]=1.[Br:25][C:26]1[CH:31]=[CH:30][C:29](B(O)O)=[CH:28][CH:27]=1, predict the reaction product. The product is: [Br:25][C:26]1[CH:31]=[CH:30][C:29]([C:19]2[CH:24]=[CH:23][N:22]=[CH:21][CH:20]=2)=[CH:28][CH:27]=1. (4) Given the reactants [C:1]([NH:5][C:6]1[CH:7]=[C:8]([NH:12][C:13]2[C:18]([F:19])=[CH:17][N:16]=[C:15]([NH:20][C:21]3[CH:33]=[CH:32][C:24]([O:25][CH2:26][C:27]([O:29]CC)=[O:28])=[CH:23][CH:22]=3)[N:14]=2)[CH:9]=[CH:10][CH:11]=1)(=[O:4])[CH:2]=[CH2:3].O[Li].O.C(Cl)(Cl)Cl.CO, predict the reaction product. The product is: [C:1]([NH:5][C:6]1[CH:7]=[C:8]([NH:12][C:13]2[C:18]([F:19])=[CH:17][N:16]=[C:15]([NH:20][C:21]3[CH:22]=[CH:23][C:24]([O:25][CH2:26][C:27]([OH:29])=[O:28])=[CH:32][CH:33]=3)[N:14]=2)[CH:9]=[CH:10][CH:11]=1)(=[O:4])[CH:2]=[CH2:3]. (5) Given the reactants [C:1]1([CH:7]([C:29]2[CH:34]=[CH:33][CH:32]=[CH:31][CH:30]=2)[N:8]2[CH2:11][CH:10]([CH:12]([C:17]3[CH:18]=[C:19]([C:24]4[NH:28][N:27]=[N:26][N:25]=4)[CH:20]=[C:21]([F:23])[CH:22]=3)[C:13]([F:16])([CH3:15])[CH3:14])[CH2:9]2)[CH:6]=[CH:5][CH:4]=[CH:3][CH:2]=1.CI.[CH3:37]CN(C(C)C)C(C)C, predict the reaction product. The product is: [C:29]1([CH:7]([C:1]2[CH:6]=[CH:5][CH:4]=[CH:3][CH:2]=2)[N:8]2[CH2:11][CH:10]([CH:12]([C:17]3[CH:18]=[C:19]([C:24]4[N:28]([CH3:37])[N:27]=[N:26][N:25]=4)[CH:20]=[C:21]([F:23])[CH:22]=3)[C:13]([F:16])([CH3:15])[CH3:14])[CH2:9]2)[CH:34]=[CH:33][CH:32]=[CH:31][CH:30]=1. (6) Given the reactants C([N:3](CC)CC)C.C1(P(N=[N+]=[N-])(C2C=CC=CC=2)=O)C=CC=CC=1.[Cl:25][C:26]1[N:31]=[C:30](C(O)=O)[C:29]2[C:35]([O:57][CH3:58])=[N:36][N:37]([C:38]([C:51]3[CH:56]=[CH:55][CH:54]=[CH:53][CH:52]=3)([C:45]3[CH:50]=[CH:49][CH:48]=[CH:47][CH:46]=3)[C:39]3[CH:44]=[CH:43][CH:42]=[CH:41][CH:40]=3)[C:28]=2[CH:27]=1, predict the reaction product. The product is: [Cl:25][C:26]1[N:31]=[C:30]([NH2:3])[C:29]2[C:35]([O:57][CH3:58])=[N:36][N:37]([C:38]([C:51]3[CH:52]=[CH:53][CH:54]=[CH:55][CH:56]=3)([C:39]3[CH:44]=[CH:43][CH:42]=[CH:41][CH:40]=3)[C:45]3[CH:46]=[CH:47][CH:48]=[CH:49][CH:50]=3)[C:28]=2[CH:27]=1.